Dataset: Forward reaction prediction with 1.9M reactions from USPTO patents (1976-2016). Task: Predict the product of the given reaction. (1) Given the reactants [C:1]([C:5]1([SiH2:11][C:12]([O:27][C:28]([C:47]2[CH:48]=[N:49][C:50](Cl)=[CH:51][CH:52]=2)([SiH2:40][C:41]2[CH:46]=[CH:45][CH:44]=[CH:43][CH:42]=2)[SiH2:29][C:30]2([C:36]([CH3:39])([CH3:38])[CH3:37])[CH:35]=[CH:34][CH:33]=[CH:32][CH2:31]2)([C:20]2[CH:21]=[N:22][C:23](Cl)=[CH:24][CH:25]=2)[SiH2:13][C:14]2[CH:19]=[CH:18][CH:17]=[CH:16][CH:15]=2)[CH:10]=[CH:9][CH:8]=[CH:7][CH2:6]1)([CH3:4])([CH3:3])[CH3:2].[CH2:54](C([Sn])=C(CCCC)CCCC)[CH2:55]CC.[C:69]1(C)C=CC=C[CH:70]=1, predict the reaction product. The product is: [C:1]([C:5]1([SiH2:11][C:12]([O:27][C:28]([C:47]2[CH:48]=[N:49][C:50]([CH:69]=[CH2:70])=[CH:51][CH:52]=2)([SiH2:40][C:41]2[CH:46]=[CH:45][CH:44]=[CH:43][CH:42]=2)[SiH2:29][C:30]2([C:36]([CH3:39])([CH3:38])[CH3:37])[CH:35]=[CH:34][CH:33]=[CH:32][CH2:31]2)([C:20]2[CH:21]=[N:22][C:23]([CH:54]=[CH2:55])=[CH:24][CH:25]=2)[SiH2:13][C:14]2[CH:19]=[CH:18][CH:17]=[CH:16][CH:15]=2)[CH:10]=[CH:9][CH:8]=[CH:7][CH2:6]1)([CH3:4])([CH3:3])[CH3:2]. (2) Given the reactants [C:1]([C:3]1[C:8](=[O:9])[NH:7][C:6]([C:10]([O:12][CH2:13][CH3:14])=[O:11])=[CH:5][C:4]=1[CH3:15])#[N:2].F[B-](F)(F)F.[CH3:21][O+](C)C.[OH-].[Na+], predict the reaction product. The product is: [C:1]([C:3]1[C:4]([CH3:15])=[CH:5][C:6]([C:10]([O:12][CH2:13][CH3:14])=[O:11])=[N:7][C:8]=1[O:9][CH3:21])#[N:2]. (3) Given the reactants [CH2:1]([SH:7])[CH2:2][CH2:3][CH2:4][CH2:5][CH3:6].O.O.O.C([O-])(=O)C.[Na+].[C:16]1([N:22]2[C:26](=[O:27])[CH:25]=[C:24](Br)[C:23]2=[O:29])[CH:21]=[CH:20][CH:19]=[CH:18][CH:17]=1, predict the reaction product. The product is: [C:16]1([N:22]2[C:26](=[O:27])[CH:25]=[C:24]([S:7][CH2:1][CH2:2][CH2:3][CH2:4][CH2:5][CH3:6])[C:23]2=[O:29])[CH:17]=[CH:18][CH:19]=[CH:20][CH:21]=1. (4) Given the reactants [CH3:1][O:2][C:3]1[CH:8]=[CH:7][C:6]([CH2:9][N:10]2[CH2:14][C:13]3([CH2:19][CH2:18][CH2:17][C:16]([CH2:24][O:25][CH2:26][C:27]4[CH:32]=[CH:31][CH:30]=[CH:29][CH:28]=4)([C:20](OC)=[O:21])[CH2:15]3)[O:12][C:11]2=[O:33])=[CH:5][CH:4]=1.[H-].[Al+3].[Li+].[H-].[H-].[H-].[BH4-].[Li+], predict the reaction product. The product is: [CH2:26]([O:25][CH2:24][C:16]1([CH2:20][OH:21])[CH2:17][CH2:18][CH2:19][C:13]2([O:12][C:11](=[O:33])[N:10]([CH2:9][C:6]3[CH:7]=[CH:8][C:3]([O:2][CH3:1])=[CH:4][CH:5]=3)[CH2:14]2)[CH2:15]1)[C:27]1[CH:32]=[CH:31][CH:30]=[CH:29][CH:28]=1. (5) Given the reactants [N:1]1[CH:6]=[CH:5][CH:4]=[CH:3][C:2]=1[C:7]1[N:11]=[C:10]([C:12]2[CH:17]=[C:16]([OH:18])[CH:15]=[C:14]([C:19]#[N:20])[CH:13]=2)[O:9][N:8]=1.C(=O)([O-])[O-].[K+].[K+].I[CH2:28][CH3:29], predict the reaction product. The product is: [N:1]1[CH:6]=[CH:5][CH:4]=[CH:3][C:2]=1[C:7]1[N:11]=[C:10]([C:12]2[CH:17]=[C:16]([O:18][CH2:28][CH3:29])[CH:15]=[C:14]([C:19]#[N:20])[CH:13]=2)[O:9][N:8]=1. (6) Given the reactants [O:1]1[CH2:5][CH2:4][CH2:3][CH:2]1[CH2:6][C:7]#N.[OH-:9].[Na+].CC[OH:13], predict the reaction product. The product is: [O:9]1[CH2:7][CH2:6][CH2:2][CH:3]1[CH2:4][C:5]([OH:13])=[O:1]. (7) Given the reactants [C:1]([C:3]1[CH:4]=[C:5]([NH2:9])[CH:6]=[CH:7][CH:8]=1)#[CH:2].[CH2:10]([O:12][C:13](=[O:16])[CH:14]=O)[CH3:11].C(O)(=O)C.C(O[BH-](OC(=O)C)OC(=O)C)(=O)C.[Na+].C(=O)(O)[O-].[Na+], predict the reaction product. The product is: [CH2:10]([O:12][C:13]([CH2:14][NH:9][C:5]1[CH:6]=[CH:7][CH:8]=[C:3]([C:1]#[CH:2])[CH:4]=1)=[O:16])[CH3:11]. (8) Given the reactants [CH3:1][CH:2]1[CH2:7][CH2:6][C:5](=O)[CH2:4][CH2:3]1.[NH:9]1[CH2:14][CH2:13][O:12][CH2:11][CH2:10]1, predict the reaction product. The product is: [CH3:1][CH:2]1[CH2:7][CH2:6][C:5]([N:9]2[CH2:14][CH2:13][O:12][CH2:11][CH2:10]2)=[CH:4][CH2:3]1.